Dataset: Peptide-MHC class II binding affinity with 134,281 pairs from IEDB. Task: Regression. Given a peptide amino acid sequence and an MHC pseudo amino acid sequence, predict their binding affinity value. This is MHC class II binding data. (1) The peptide sequence is EFVTLAAKFIIEEDS. The MHC is HLA-DQA10401-DQB10402 with pseudo-sequence HLA-DQA10401-DQB10402. The binding affinity (normalized) is 0.805. (2) The peptide sequence is YMPDVLEKLELLQRR. The MHC is DRB1_0801 with pseudo-sequence DRB1_0801. The binding affinity (normalized) is 0.443. (3) The peptide sequence is TVPRTKYTATISGLK. The MHC is DRB1_0301 with pseudo-sequence DRB1_0301. The binding affinity (normalized) is 0.0828. (4) The peptide sequence is FMVAMFLAVAVVLGL. The MHC is HLA-DQA10101-DQB10501 with pseudo-sequence HLA-DQA10101-DQB10501. The binding affinity (normalized) is 0.207. (5) The peptide sequence is NLIDTKCYKLEHP. The MHC is DRB1_0101 with pseudo-sequence DRB1_0101. The binding affinity (normalized) is 0.125.